The task is: Predict the reaction yield, written as a fraction of the theoretical maximum amount of product (1.0 means a 100% yield; for example, 0.34 means a 34% yield).. This data is from Reaction yield outcomes from USPTO patents with 853,638 reactions. (1) The reactants are [H-].[Na+].[NH:3]1[CH:7]=[N:6][CH:5]=[N:4]1.CS(O[CH2:13][C@@H:14]1[C@@H:23]([CH3:24])[C@H:22]([C:25]([C:27]2[CH:32]=[C:31]([O:33][CH3:34])[CH:30]=[C:29]([O:35][CH3:36])[CH:28]=2)=[O:26])[C@:21]2([CH3:37])[C@H:16]([C:17]([CH3:39])([CH3:38])[CH2:18][CH2:19][CH2:20]2)[CH2:15]1)(=O)=O.C([O-])(O)=O.[Na+]. The catalyst is CN(C=O)C.CCOCC. The product is [CH3:36][O:35][C:29]1[CH:28]=[C:27]([C:25]([C@@H:22]2[C@:21]3([CH3:37])[C@H:16]([C:17]([CH3:39])([CH3:38])[CH2:18][CH2:19][CH2:20]3)[CH2:15][C@H:14]([CH2:13][N:3]3[CH:7]=[N:6][CH:5]=[N:4]3)[C@H:23]2[CH3:24])=[O:26])[CH:32]=[C:31]([O:33][CH3:34])[CH:30]=1. The yield is 0.890. (2) The reactants are [CH3:1][C:2]1([CH3:27])[C:10]2[C:5](=[CH:6][CH:7]=[C:8]([N:11](C(OC(C)(C)C)=O)[NH:12]C(OC(C)(C)C)=O)[CH:9]=2)[CH2:4][CH2:3]1.FC(F)(F)C(O)=O.[C:35]([O:41]CC)(=O)[CH2:36][C:37]([CH3:39])=O. The catalyst is C(O)(=O)C. The product is [CH3:1][C:2]1([CH3:27])[C:10]2[C:5](=[CH:6][CH:7]=[C:8]([N:11]3[C:35](=[O:41])[CH2:36][C:37]([CH3:39])=[N:12]3)[CH:9]=2)[CH2:4][CH2:3]1. The yield is 0.477. (3) The reactants are [F:1][C:2]([F:33])([F:32])[C:3]1[CH:4]=[C:5]([CH:29]=[CH:30][CH:31]=1)[CH2:6][NH:7][C:8](=[O:28])[C:9]1[CH:14]=[CH:13][N:12]=[C:11]([C:15]2[CH:20]=[C:19]([O:21][CH:22]([CH3:24])[CH3:23])[CH:18]=[CH:17][C:16]=2[N+:25]([O-])=O)[CH:10]=1. The catalyst is ClCCl.CO.[Pd]. The product is [F:32][C:2]([F:1])([F:33])[C:3]1[CH:4]=[C:5]([CH:29]=[CH:30][CH:31]=1)[CH2:6][NH:7][C:8](=[O:28])[C:9]1[CH:14]=[CH:13][N:12]=[C:11]([C:15]2[CH:20]=[C:19]([O:21][CH:22]([CH3:24])[CH3:23])[CH:18]=[CH:17][C:16]=2[NH2:25])[CH:10]=1. The yield is 0.910. (4) The reactants are [N+:1]([O-:4])([O-])=[O:2].[K+].C[Si](Cl)(C)C.[C:11](=[O:27])([O:25][CH3:26])[O:12][C:13]1[CH:18]=[CH:17][C:16]([CH2:19][CH3:20])=[CH:15][C:14]=1[C:21]([CH3:24])([CH3:23])[CH3:22].[Al+3].[Cl-].[Cl-].[Cl-]. The catalyst is C(Cl)Cl. The product is [C:11](=[O:27])([O:25][CH3:26])[O:12][C:13]1[CH:18]=[C:17]([N+:1]([O-:4])=[O:2])[C:16]([CH2:19][CH3:20])=[CH:15][C:14]=1[C:21]([CH3:22])([CH3:23])[CH3:24]. The yield is 0.700. (5) The reactants are CCN(C(C)C)C(C)C.[CH2:10]([O:17][N:18]1[C:24](=[O:25])[N:23]2[CH2:26][C@H:19]1[CH2:20][CH2:21][C@H:22]2[C:27]([NH:29][NH2:30])=[O:28])[C:11]1[CH:16]=[CH:15][CH:14]=[CH:13][CH:12]=1.[C:31]([O:35][C:36]([NH:38][CH2:39][CH2:40][C:41](O)=[O:42])=[O:37])([CH3:34])([CH3:33])[CH3:32].CN(C(ON1N=NC2C=CC=NC1=2)=[N+](C)C)C.F[P-](F)(F)(F)(F)F. The catalyst is CN(C=O)C. The product is [CH2:10]([O:17][N:18]1[C:24](=[O:25])[N:23]2[CH2:26][C@H:19]1[CH2:20][CH2:21][C@H:22]2[C:27]([NH:29][NH:30][C:41](=[O:42])[CH2:40][CH2:39][NH:38][C:36](=[O:37])[O:35][C:31]([CH3:32])([CH3:33])[CH3:34])=[O:28])[C:11]1[CH:16]=[CH:15][CH:14]=[CH:13][CH:12]=1. The yield is 0.870. (6) The reactants are C(OC([N:8]1[CH2:13][CH2:12][CH:11]([N:14]([CH2:28][CH:29]2[CH2:31][CH2:30]2)[CH:15]([C:17]2[CH:22]=[CH:21][C:20]([F:23])=[CH:19][C:18]=2[C:24]([F:27])([F:26])[F:25])[CH3:16])[CH2:10][CH2:9]1)=O)(C)(C)C.C1(OC)C=CC=CC=1.FC(F)(F)C(O)=O. The catalyst is ClCCl. The product is [CH:29]1([CH2:28][N:14]([CH:15]([C:17]2[CH:22]=[CH:21][C:20]([F:23])=[CH:19][C:18]=2[C:24]([F:27])([F:26])[F:25])[CH3:16])[CH:11]2[CH2:12][CH2:13][NH:8][CH2:9][CH2:10]2)[CH2:31][CH2:30]1. The yield is 0.950.